Dataset: Forward reaction prediction with 1.9M reactions from USPTO patents (1976-2016). Task: Predict the product of the given reaction. Given the reactants [C:1]1([N:7]2[C:11]([C:12]3[CH:17]=[CH:16][CH:15]=[C:14]([CH2:18][CH2:19][CH3:20])[CH:13]=3)=[CH:10][C:9]([NH2:21])=[N:8]2)[CH:6]=[CH:5][CH:4]=[CH:3][CH:2]=1.[CH3:22][N:23]1[C@@H:27]([C:28](O)=[O:29])[CH2:26][NH:25][C:24]1=[O:31].C1C=CC2N(O)N=NC=2C=1.CCN=C=NCCCN(C)C.Cl.C(=O)([O-])O.[Na+], predict the reaction product. The product is: [C:1]1([N:7]2[C:11]([C:12]3[CH:17]=[CH:16][CH:15]=[C:14]([CH2:18][CH2:19][CH3:20])[CH:13]=3)=[CH:10][C:9]([NH:21][C:28]([C@H:27]3[CH2:26][NH:25][C:24](=[O:31])[N:23]3[CH3:22])=[O:29])=[N:8]2)[CH:6]=[CH:5][CH:4]=[CH:3][CH:2]=1.